Dataset: Reaction yield outcomes from USPTO patents with 853,638 reactions. Task: Predict the reaction yield, written as a fraction of the theoretical maximum amount of product (1.0 means a 100% yield; for example, 0.34 means a 34% yield). (1) The reactants are [NH2:1][C:2]1[CH:7]=[CH:6][C:5]([NH:8][C:9]2[N:14]=[C:13]([NH:15][C:16]3[CH:25]=[CH:24][CH:23]=[CH:22][C:17]=3[C:18]([NH:20][CH3:21])=[O:19])[C:12]([Cl:26])=[CH:11][N:10]=2)=[C:4]([O:27][CH3:28])[CH:3]=1.CCN(C(C)C)C(C)C.[C:38](Cl)(=[O:41])[CH:39]=[CH2:40]. The catalyst is C(Cl)Cl. The product is [C:38]([NH:1][C:2]1[CH:7]=[CH:6][C:5]([NH:8][C:9]2[N:14]=[C:13]([NH:15][C:16]3[CH:25]=[CH:24][CH:23]=[CH:22][C:17]=3[C:18]([NH:20][CH3:21])=[O:19])[C:12]([Cl:26])=[CH:11][N:10]=2)=[C:4]([O:27][CH3:28])[CH:3]=1)(=[O:41])[CH:39]=[CH2:40]. The yield is 0.0300. (2) The reactants are Br[C:2]1[CH:7]=[CH:6][C:5]([S:8]([NH:11][CH2:12][CH:13]2[CH2:15][CH2:14]2)(=[O:10])=[O:9])=[C:4]([C:16]([F:19])([F:18])[F:17])[CH:3]=1.[NH2:20][C:21]1[N:26]=[C:25]([O:27][CH3:28])[CH:24]=[C:23]([O:29][CH3:30])[N:22]=1.C1C=CC(P(C2C(C3C(P(C4C=CC=CC=4)C4C=CC=CC=4)=CC=C4C=3C=CC=C4)=C3C(C=CC=C3)=CC=2)C2C=CC=CC=2)=CC=1.C(=O)([O-])[O-].[Cs+].[Cs+]. The catalyst is C1(C)C=CC=CC=1.CC([O-])=O.CC([O-])=O.[Pd+2]. The product is [CH:13]1([CH2:12][NH:11][S:8]([C:5]2[CH:6]=[CH:7][C:2]([NH:20][C:21]3[N:22]=[C:23]([O:29][CH3:30])[CH:24]=[C:25]([O:27][CH3:28])[N:26]=3)=[CH:3][C:4]=2[C:16]([F:19])([F:18])[F:17])(=[O:10])=[O:9])[CH2:15][CH2:14]1. The yield is 0.410. (3) The reactants are [Cl:1][CH:2]([Cl:6])[C:3]([CH3:5])=O.[CH2:7]([SH:10])[CH2:8][SH:9].[O-]S([O-])(=O)=O.[Mg+2]. The catalyst is C1(C)C=CC=CC=1. The product is [CH3:5][C:3]1([CH:2]([Cl:6])[Cl:1])[S:10][CH2:7][CH2:8][S:9]1. The yield is 0.800.